From a dataset of Forward reaction prediction with 1.9M reactions from USPTO patents (1976-2016). Predict the product of the given reaction. (1) Given the reactants C([Li])CCC.[C:6]1([C:12]([N:21]([CH3:30])[CH:22](C2C=CC=CC=2)C)([C:15]2C=CC=CC=2)[PH2]=O)[CH:11]=[CH:10][CH:9]=[CH:8][CH:7]=1.[Cl:31][C:32]1[CH:37]=[CH:36][C:35]([C:38]([C:40]2[CH:41]=[N:42][C:43]([C:46]3[C:47]([CH3:70])=[N:48][N:49]([C:51]([C:64]4[CH:69]=[CH:68][CH:67]=[CH:66][CH:65]=4)([C:58]4[CH:63]=[CH:62][CH:61]=[CH:60][CH:59]=4)[C:52]4[CH:57]=[CH:56][CH:55]=[CH:54][CH:53]=4)[CH:50]=3)=[CH:44][CH:45]=2)=O)=[CH:34][CH:33]=1, predict the reaction product. The product is: [Cl:31][C:32]1[CH:37]=[CH:36][C:35]([C:38]([C:40]2[CH:41]=[N:42][C:43]([C:46]3[C:47]([CH3:70])=[N:48][N:49]([C:51]([C:64]4[CH:69]=[CH:68][CH:67]=[CH:66][CH:65]=4)([C:58]4[CH:63]=[CH:62][CH:61]=[CH:60][CH:59]=4)[C:52]4[CH:57]=[CH:56][CH:55]=[CH:54][CH:53]=4)[CH:50]=3)=[CH:44][CH:45]=2)=[CH:30][N:21]([CH3:22])[CH:12]([C:6]2[CH:11]=[CH:10][CH:9]=[CH:8][CH:7]=2)[CH3:15])=[CH:34][CH:33]=1. (2) The product is: [CH2:29]([N:36]1[CH2:40][CH2:39][CH:38]([NH:41][CH:1]([C:4]2[CH:5]=[CH:6][C:7]([NH:10][C:11](=[O:28])[CH:12]([NH:16][C:17](=[O:27])[CH2:18][C:19]3[CH:24]=[C:23]([F:25])[CH:22]=[C:21]([F:26])[CH:20]=3)[CH2:13][CH2:14][CH3:15])=[N:8][CH:9]=2)[CH3:2])[CH2:37]1)[C:30]1[CH:31]=[CH:32][CH:33]=[CH:34][CH:35]=1. Given the reactants [C:1]([C:4]1[CH:5]=[CH:6][C:7]([NH:10][C:11](=[O:28])[CH:12]([NH:16][C:17](=[O:27])[CH2:18][C:19]2[CH:24]=[C:23]([F:25])[CH:22]=[C:21]([F:26])[CH:20]=2)[CH2:13][CH2:14][CH3:15])=[N:8][CH:9]=1)(=O)[CH3:2].[CH2:29]([N:36]1[CH2:40][CH2:39][CH:38]([NH2:41])[CH2:37]1)[C:30]1[CH:35]=[CH:34][CH:33]=[CH:32][CH:31]=1.C(O[BH-](OC(=O)C)OC(=O)C)(=O)C.[Na+].C([BH3-])#N.[Na+], predict the reaction product.